From a dataset of Reaction yield outcomes from USPTO patents with 853,638 reactions. Predict the reaction yield, written as a fraction of the theoretical maximum amount of product (1.0 means a 100% yield; for example, 0.34 means a 34% yield). (1) The reactants are Br[CH2:2][C:3](=O)[C:4]([CH3:7])([CH3:6])[CH3:5].[NH2:9][C:10]([NH2:12])=[S:11].C(=O)([O-])O.[Na+]. The catalyst is C(O)C. The product is [NH2:12][C:10]1[S:11][CH:2]=[C:3]([C:4]([CH3:7])([CH3:6])[CH3:5])[N:9]=1. The yield is 0.909. (2) The reactants are [OH:1][C:2]1[CH:7]=[CH:6][C:5]([C:8](=[O:12])[CH2:9][CH2:10][CH3:11])=[CH:4][CH:3]=1.Br[CH2:14][CH2:15][CH2:16][C:17]([O:19][CH2:20][CH3:21])=[O:18]. No catalyst specified. The product is [C:8]([C:5]1[CH:4]=[CH:3][C:2]([O:1][CH2:14][CH2:15][CH2:16][C:17]([O:19][CH2:20][CH3:21])=[O:18])=[CH:7][CH:6]=1)(=[O:12])[CH2:9][CH2:10][CH3:11]. The yield is 0.960. (3) The yield is 0.920. The reactants are [CH:1]([Si:4](Cl)([CH:8]([CH3:10])[CH3:9])[CH:5]([CH3:7])[CH3:6])([CH3:3])[CH3:2].[F:12][C:13]1[CH:14]=[CH:15][C:16]2[N:17]([C:19]([C@@H:22]3[CH2:26][CH2:25][CH2:24][N:23]3[CH2:27][CH2:28][CH2:29][OH:30])=[N:20][N:21]=2)[CH:18]=1.CCN(CC)CC. The catalyst is C(Cl)Cl.CN(C)C1C=CN=CC=1. The product is [F:12][C:13]1[CH:14]=[CH:15][C:16]2[N:17]([C:19]([C@@H:22]3[CH2:26][CH2:25][CH2:24][N:23]3[CH2:27][CH2:28][CH2:29][O:30][Si:4]([CH:8]([CH3:10])[CH3:9])([CH:5]([CH3:7])[CH3:6])[CH:1]([CH3:3])[CH3:2])=[N:20][N:21]=2)[CH:18]=1. (4) The reactants are CC1(C)C(C)(C)OB([C:9]2[CH:10]=[C:11]3[C:16](=[C:17]([O:19]COCC[Si](C)(C)C)[CH:18]=2)[N:15]=[CH:14][N:13](COCC[Si](C)(C)C)[C:12]3=[O:36])O1.I[C:39]1[S:43][C:42]([CH3:44])=[N:41][C:40]=1[CH2:45][O:46][CH3:47].FC1C=C(I)C=C(F)C=1F.C(=O)([O-])[O-].[K+].[K+]. The catalyst is O1CCOCC1.C1(P([C-]2C=CC=C2)C2C=CC=CC=2)C=CC=CC=1.[C-]1(P(C2C=CC=CC=2)C2C=CC=CC=2)C=CC=C1.[Fe+2].[Pd](Cl)Cl. The product is [OH:19][C:17]1[CH:18]=[C:9]([C:39]2[S:43][C:42]([CH3:44])=[N:41][C:40]=2[CH2:45][O:46][CH3:47])[CH:10]=[C:11]2[C:16]=1[N:15]=[CH:14][NH:13][C:12]2=[O:36]. The yield is 0.350. (5) The reactants are [NH:1]1[C:9]2[C:4](=[CH:5][CH:6]=[CH:7][C:8]=2[CH2:10][NH:11][CH2:12][CH2:13][OH:14])[CH:3]=[CH:2]1.C(N(CC)CC)C.Cl[C:23]([O:25][CH2:26][C:27]1[CH:32]=[CH:31][CH:30]=[CH:29][CH:28]=1)=[O:24]. The catalyst is ClCCCl. The product is [CH2:26]([O:25][C:23](=[O:24])[N:11]([CH2:12][CH2:13][OH:14])[CH2:10][C:8]1[CH:7]=[CH:6][CH:5]=[C:4]2[C:9]=1[NH:1][CH:2]=[CH:3]2)[C:27]1[CH:32]=[CH:31][CH:30]=[CH:29][CH:28]=1. The yield is 0.520. (6) The reactants are [CH3:1][C:2]1[CH:6]=[CH:5][NH:4][N:3]=1.[N+:7]([O-])([O-:9])=[O:8].[K+].[NH4+].[OH-]. The catalyst is OS(O)(=O)=O. The product is [CH3:1][C:2]1[C:6]([N+:7]([O-:9])=[O:8])=[CH:5][NH:4][N:3]=1. The yield is 0.640. (7) The reactants are [CH3:1][C:2]1[N:7]=[CH:6][C:5]([CH:8]=[O:9])=[CH:4][N:3]=1.[CH2:10](O)[CH2:11][CH2:12][OH:13].O. The catalyst is C1(C)C=CC=CC=1.C1COCC1.C1(C)C=CC(S(O)(=O)=O)=CC=1. The product is [O:9]1[CH2:10][CH2:11][CH2:12][O:13][CH:8]1[C:5]1[CH:4]=[N:3][C:2]([CH3:1])=[N:7][CH:6]=1. The yield is 0.520. (8) The reactants are C([N:8]1[CH2:13][CH2:12][C:11]([N:20]([CH3:28])[C:21](=[O:27])[O:22][C:23]([CH3:26])([CH3:25])[CH3:24])([C:14]2[CH:19]=[CH:18][N:17]=[CH:16][CH:15]=2)[CH2:10][CH2:9]1)C1C=CC=CC=1.C(O)(=O)C. The catalyst is CO.[OH-].[Pd+2].[OH-]. The product is [CH3:28][N:20]([C:11]1([C:14]2[CH:15]=[CH:16][N:17]=[CH:18][CH:19]=2)[CH2:12][CH2:13][NH:8][CH2:9][CH2:10]1)[C:21](=[O:27])[O:22][C:23]([CH3:26])([CH3:24])[CH3:25]. The yield is 0.860. (9) The reactants are C(OC([NH:8][CH2:9][C:10]1([C:17]([OH:19])=[O:18])[CH2:12][CH:11]1[CH2:13][CH:14]([CH3:16])[CH3:15])=O)(C)(C)C.[ClH:20].CCOCC. The catalyst is O1CCOCC1. The product is [ClH:20].[NH2:8][CH2:9][C:10]1([C:17]([OH:19])=[O:18])[CH2:12][CH:11]1[CH2:13][CH:14]([CH3:16])[CH3:15]. The yield is 0.760. (10) The reactants are [CH3:1][N:2]1[CH:6]=[N:5][CH:4]=[N:3]1.[CH3:7][O:8][N:9]([CH3:13])[C:10](Cl)=[O:11]. The catalyst is C(#N)C.CCOCC. The product is [CH3:7][O:8][N:9]([CH3:13])[C:10]([C:6]1[N:2]([CH3:1])[N:3]=[CH:4][N:5]=1)=[O:11]. The yield is 0.650.